This data is from Full USPTO retrosynthesis dataset with 1.9M reactions from patents (1976-2016). The task is: Predict the reactants needed to synthesize the given product. (1) Given the product [F:3][C:4]1[CH:5]=[CH:6][C:7]([CH2:8][C:9]2[N:10]([CH3:35])[N:11]=[C:12](/[CH:14]=[CH:15]/[C:16]3[CH:21]=[CH:20][C:19]([N:22]4[CH:26]=[C:25]([CH3:27])[N:24]=[CH:23]4)=[C:18]([O:28][CH3:29])[CH:17]=3)[N:13]=2)=[CH:30][CH:31]=1.[F:3][C:4]1[CH:5]=[CH:6][C:7]([CH2:8][C:9]2[N:13]=[C:12](/[CH:14]=[CH:15]/[C:16]3[CH:21]=[CH:20][C:19]([N:22]4[CH:26]=[C:25]([CH3:27])[N:24]=[CH:23]4)=[C:18]([O:28][CH3:29])[CH:17]=3)[N:11]([CH3:35])[N:10]=2)=[CH:30][CH:31]=1, predict the reactants needed to synthesize it. The reactants are: O.[Na].[F:3][C:4]1[CH:31]=[CH:30][C:7]([CH2:8][C:9]2[NH:13][C:12](/[CH:14]=[CH:15]/[C:16]3[CH:21]=[CH:20][C:19]([N:22]4[CH:26]=[C:25]([CH3:27])[N:24]=[CH:23]4)=[C:18]([O:28][CH3:29])[CH:17]=3)=[N:11][N:10]=2)=[CH:6][CH:5]=1.IC.O.[C:35](=O)(O)[O-].[Na+]. (2) Given the product [C:15]1([C:12]2[O:11][C:10]([C:5]3[CH:6]=[CH:7][CH:8]=[CH:9][C:4]=3[NH2:1])=[N:14][CH:13]=2)[CH:16]=[CH:17][CH:18]=[CH:19][CH:20]=1, predict the reactants needed to synthesize it. The reactants are: [N+:1]([C:4]1[CH:9]=[CH:8][CH:7]=[CH:6][C:5]=1[C:10]1[O:11][C:12]([C:15]2[CH:20]=[CH:19][CH:18]=[CH:17][CH:16]=2)=[CH:13][N:14]=1)([O-])=O. (3) Given the product [Cl:1][C:2]1[CH:3]=[C:4]([NH:9][C:10]2[C:19]3[C:14](=[CH:15][C:16]([O:32][CH2:33][CH3:34])=[C:17]([NH:20][C:21](=[O:31])/[CH:22]=[CH:58]/[C@H:54]4[CH2:55][CH2:56][CH2:57][N:53]4[CH3:52])[CH:18]=3)[N:13]=[CH:12][N:11]=2)[CH:5]=[CH:6][C:7]=1[F:8], predict the reactants needed to synthesize it. The reactants are: [Cl:1][C:2]1[CH:3]=[C:4]([NH:9][C:10]2[C:19]3[C:14](=[CH:15][C:16]([O:32][CH2:33][CH3:34])=[C:17]([NH:20][C:21](=[O:31])[CH2:22]P(OCC)(OCC)=O)[CH:18]=3)[N:13]=[CH:12][N:11]=2)[CH:5]=[CH:6][C:7]=1[F:8].C[Si]([N-][Si](C)(C)C)(C)C.[Li+].C1(C)C=CC=CC=1.[CH3:52][N:53]1[CH2:57][CH2:56][CH2:55][C@@H:54]1[CH:58]=O. (4) Given the product [F:1][C:2]1[CH:3]=[CH:4][C:5]([O:9][C:10]2[CH:15]=[CH:14][CH:13]=[CH:12][CH:11]=2)=[C:6]([NH:8][CH2:23][C:22]2[CH:25]=[C:18]([O:17][CH3:16])[CH:19]=[CH:20][C:21]=2[O:26][CH2:27][CH2:28][O:29][S:30]([CH3:33])(=[O:31])=[O:32])[CH:7]=1, predict the reactants needed to synthesize it. The reactants are: [F:1][C:2]1[CH:3]=[CH:4][C:5]([O:9][C:10]2[CH:15]=[CH:14][CH:13]=[CH:12][CH:11]=2)=[C:6]([NH2:8])[CH:7]=1.[CH3:16][O:17][C:18]1[CH:19]=[CH:20][C:21]([O:26][CH2:27][CH2:28][O:29][S:30]([CH3:33])(=[O:32])=[O:31])=[C:22]([CH:25]=1)[CH:23]=O.